Dataset: Full USPTO retrosynthesis dataset with 1.9M reactions from patents (1976-2016). Task: Predict the reactants needed to synthesize the given product. The reactants are: ClCCl.[CH:4]1([NH:10][C:11]2[CH:20]=[C:19]3[C:14]([C:15](=[O:36])[N:16]([CH2:27][CH2:28][NH:29][CH2:30][C:31]([O:33][CH2:34][CH3:35])=[O:32])[C:17](=[O:26])[N:18]3[CH:21]3[CH2:25][CH2:24][CH2:23][CH2:22]3)=[CH:13][C:12]=2[F:37])[CH2:9][CH2:8][CH2:7][CH2:6][CH2:5]1.C(N(CC)CC)C.Cl[C:46]([O:48][CH3:49])=[O:47]. Given the product [CH:4]1([NH:10][C:11]2[CH:20]=[C:19]3[C:14]([C:15](=[O:36])[N:16]([CH2:27][CH2:28][N:29]([CH2:30][C:31]([O:33][CH2:34][CH3:35])=[O:32])[C:46]([O:48][CH3:49])=[O:47])[C:17](=[O:26])[N:18]3[CH:21]3[CH2:25][CH2:24][CH2:23][CH2:22]3)=[CH:13][C:12]=2[F:37])[CH2:9][CH2:8][CH2:7][CH2:6][CH2:5]1, predict the reactants needed to synthesize it.